Task: Predict the reactants needed to synthesize the given product.. Dataset: Full USPTO retrosynthesis dataset with 1.9M reactions from patents (1976-2016) (1) Given the product [CH:15]1([N:20]2[CH2:25][CH2:24][CH:23]([O:26][C:27]3[CH:34]=[CH:33][C:30]([C:31]4[N:14]([CH3:13])[C:8](=[O:10])[C:7]5[CH:6]=[C:5]([O:11][CH3:12])[N:4]=[CH:3][C:2]=5[N:1]=4)=[CH:29][CH:28]=3)[CH2:22][CH2:21]2)[CH2:19][CH2:18][CH2:17][CH2:16]1, predict the reactants needed to synthesize it. The reactants are: [NH2:1][C:2]1[C:7]([C:8]([OH:10])=O)=[CH:6][C:5]([O:11][CH3:12])=[N:4][CH:3]=1.[CH3:13][NH2:14].[CH:15]1([N:20]2[CH2:25][CH2:24][CH:23]([O:26][C:27]3[CH:34]=[CH:33][C:30]([CH:31]=O)=[CH:29][CH:28]=3)[CH2:22][CH2:21]2)[CH2:19][CH2:18][CH2:17][CH2:16]1. (2) Given the product [N+:14]([C:17]1[CH:18]=[C:19]2[C:23](=[CH:24][CH:25]=1)[NH:22][CH:21]=[C:20]2[C:1]([C:2]1[CH:7]=[CH:6][CH:5]=[CH:4][CH:3]=1)=[O:8])([O-:16])=[O:15], predict the reactants needed to synthesize it. The reactants are: [C:1](Cl)(=[O:8])[C:2]1[CH:7]=[CH:6][CH:5]=[CH:4][CH:3]=1.[Cl-].[Al+3].[Cl-].[Cl-].[N+:14]([C:17]1[CH:18]=[C:19]2[C:23](=[CH:24][CH:25]=1)[NH:22][CH:21]=[CH:20]2)([O-:16])=[O:15].C(OCC)(=O)C. (3) The reactants are: [Si:1]([O:8][C@H:9]([CH2:21][O:22][Si:23]([C:26]([CH3:29])([CH3:28])[CH3:27])([CH3:25])[CH3:24])[C@@H:10]([NH:13][C:14](=[O:20])[O:15][C:16]([CH3:19])([CH3:18])[CH3:17])[CH2:11]O)([C:4]([CH3:7])([CH3:6])[CH3:5])([CH3:3])[CH3:2].S(Cl)(C)(=O)=O.CC([O-])(C)C.[K+]. Given the product [Si:1]([O:8][C@@H:9]([CH:10]1[CH2:11][N@@:13]1[C:14]([O:15][C:16]([CH3:18])([CH3:19])[CH3:17])=[O:20])[CH2:21][O:22][Si:23]([C:26]([CH3:27])([CH3:29])[CH3:28])([CH3:25])[CH3:24])([C:4]([CH3:5])([CH3:6])[CH3:7])([CH3:2])[CH3:3], predict the reactants needed to synthesize it.